From a dataset of Catalyst prediction with 721,799 reactions and 888 catalyst types from USPTO. Predict which catalyst facilitates the given reaction. Reactant: [NH:1]1[C:9]2[C:4](=[CH:5][C:6]([C:10]3[N:15]=[N:14][C:13]([N:16]4[CH2:23][CH:22]5[NH:24][CH:18]([CH2:19][CH2:20][CH2:21]5)[CH2:17]4)=[CH:12][CH:11]=3)=[CH:7][CH:8]=2)[CH:3]=[CH:2]1.[C:25](O)(=O)/C=C/C(O)=O.N1C2C(=CC(C3N=NC(N4CC5NC(CCC5)C4)=CC=3)=CC=2)C=C1. Product: [NH:1]1[C:9]2[C:4](=[CH:5][C:6]([C:10]3[N:15]=[N:14][C:13]([N:16]4[CH2:23][CH:22]5[N:24]([CH3:25])[CH:18]([CH2:19][CH2:20][CH2:21]5)[CH2:17]4)=[CH:12][CH:11]=3)=[CH:7][CH:8]=2)[CH:3]=[CH:2]1. The catalyst class is: 16.